Dataset: NCI-60 drug combinations with 297,098 pairs across 59 cell lines. Task: Regression. Given two drug SMILES strings and cell line genomic features, predict the synergy score measuring deviation from expected non-interaction effect. (1) Drug 1: C1=CC(=CC=C1CCCC(=O)O)N(CCCl)CCCl. Drug 2: CC(C)(C#N)C1=CC(=CC(=C1)CN2C=NC=N2)C(C)(C)C#N. Cell line: SF-295. Synergy scores: CSS=43.2, Synergy_ZIP=-2.21, Synergy_Bliss=-4.92, Synergy_Loewe=-3.65, Synergy_HSA=-3.42. (2) Drug 1: CCC1=CC2CC(C3=C(CN(C2)C1)C4=CC=CC=C4N3)(C5=C(C=C6C(=C5)C78CCN9C7C(C=CC9)(C(C(C8N6C)(C(=O)OC)O)OC(=O)C)CC)OC)C(=O)OC.C(C(C(=O)O)O)(C(=O)O)O. Drug 2: CN(C)N=NC1=C(NC=N1)C(=O)N. Cell line: DU-145. Synergy scores: CSS=59.4, Synergy_ZIP=-1.51, Synergy_Bliss=-2.90, Synergy_Loewe=-30.4, Synergy_HSA=-3.43. (3) Drug 1: CC1=CC=C(C=C1)C2=CC(=NN2C3=CC=C(C=C3)S(=O)(=O)N)C(F)(F)F. Drug 2: C1C(C(OC1N2C=NC3=C2NC=NCC3O)CO)O. Cell line: TK-10. Synergy scores: CSS=-4.36, Synergy_ZIP=5.95, Synergy_Bliss=4.70, Synergy_Loewe=-2.38, Synergy_HSA=-2.48. (4) Drug 1: CCN(CC)CCNC(=O)C1=C(NC(=C1C)C=C2C3=C(C=CC(=C3)F)NC2=O)C. Drug 2: CCC1(CC2CC(C3=C(CCN(C2)C1)C4=CC=CC=C4N3)(C5=C(C=C6C(=C5)C78CCN9C7C(C=CC9)(C(C(C8N6C)(C(=O)OC)O)OC(=O)C)CC)OC)C(=O)OC)O.OS(=O)(=O)O. Cell line: RXF 393. Synergy scores: CSS=1.59, Synergy_ZIP=-3.23, Synergy_Bliss=-7.15, Synergy_Loewe=-3.32, Synergy_HSA=-5.35. (5) Drug 1: CC12CCC(CC1=CCC3C2CCC4(C3CC=C4C5=CN=CC=C5)C)O. Drug 2: CCN(CC)CCCC(C)NC1=C2C=C(C=CC2=NC3=C1C=CC(=C3)Cl)OC. Cell line: SNB-75. Synergy scores: CSS=19.7, Synergy_ZIP=-1.43, Synergy_Bliss=2.76, Synergy_Loewe=-6.83, Synergy_HSA=2.56. (6) Drug 1: CC12CCC3C(C1CCC2=O)CC(=C)C4=CC(=O)C=CC34C. Drug 2: CCN(CC)CCNC(=O)C1=C(NC(=C1C)C=C2C3=C(C=CC(=C3)F)NC2=O)C. Cell line: T-47D. Synergy scores: CSS=26.2, Synergy_ZIP=-0.929, Synergy_Bliss=1.13, Synergy_Loewe=-0.630, Synergy_HSA=-0.805. (7) Drug 1: C1CN(P(=O)(OC1)NCCCl)CCCl. Drug 2: CC1CCCC2(C(O2)CC(NC(=O)CC(C(C(=O)C(C1O)C)(C)C)O)C(=CC3=CSC(=N3)C)C)C. Cell line: A498. Synergy scores: CSS=37.0, Synergy_ZIP=7.54, Synergy_Bliss=9.15, Synergy_Loewe=-28.4, Synergy_HSA=3.68.